This data is from Reaction yield outcomes from USPTO patents with 853,638 reactions. The task is: Predict the reaction yield, written as a fraction of the theoretical maximum amount of product (1.0 means a 100% yield; for example, 0.34 means a 34% yield). (1) The reactants are Cl.[NH2:2][CH:3]1[CH2:7][CH2:6][N:5]([C:8]2[N:9]=[C:10]([NH:17][C:18]3[CH:23]=[CH:22][C:21]([O:24][CH3:25])=[C:20]([O:26][CH3:27])[CH:19]=3)[C:11]3[N:16]=[CH:15][S:14][C:12]=3[N:13]=2)[CH2:4]1.[NH:28]1[C:36]2[C:31](=[CH:32][CH:33]=[C:34]([C:37](O)=[O:38])[CH:35]=2)[CH:30]=[N:29]1.CCN=C=NCCCN(C)C.CN1C=CN=C1. The catalyst is C(Cl)Cl. The product is [CH3:27][O:26][C:20]1[CH:19]=[C:18]([NH:17][C:10]2[C:11]3[N:16]=[CH:15][S:14][C:12]=3[N:13]=[C:8]([N:5]3[CH2:6][CH2:7][CH:3]([NH:2][C:37]([C:34]4[CH:35]=[C:36]5[C:31]([CH:30]=[N:29][NH:28]5)=[CH:32][CH:33]=4)=[O:38])[CH2:4]3)[N:9]=2)[CH:23]=[CH:22][C:21]=1[O:24][CH3:25]. The yield is 0.360. (2) The reactants are [Br:1][C:2]1[CH:3]=[N:4][N:5]([CH2:7][C:8]2[CH:9]=[C:10]([OH:14])[CH:11]=[CH:12][CH:13]=2)[CH:6]=1.[C:15]([O:18][CH2:19][CH2:20]Br)(=[O:17])[CH3:16].C(=O)([O-])[O-].[K+].[K+]. The catalyst is CN(C=O)C. The product is [C:15]([O:18][CH2:19][CH2:20][O:14][C:10]1[CH:11]=[CH:12][CH:13]=[C:8]([CH2:7][N:5]2[CH:6]=[C:2]([Br:1])[CH:3]=[N:4]2)[CH:9]=1)(=[O:17])[CH3:16]. The yield is 0.340. (3) The reactants are [F:1][C:2]1[CH:3]=[C:4]([CH:38]=[C:39]([F:41])[CH:40]=1)[CH2:5][C:6]1[CH:7]=[C:8]2[C:12](=[CH:13][CH:14]=1)[NH:11][N:10]=[C:9]2[NH:15][C:16](=[O:37])[C:17]1[CH:22]=[CH:21][C:20]([N:23]2[CH2:28][CH2:27][N:26]([CH3:29])[CH2:25][CH2:24]2)=[CH:19][C:18]=1[NH:30][CH:31]1[CH2:36][CH2:35][O:34][CH2:33][CH2:32]1.Cl[C:43]([O:45][CH2:46][CH3:47])=[O:44]. The catalyst is O1CCCC1.O.CCOC(C)=O. The product is [F:1][C:2]1[CH:3]=[C:4]([CH:38]=[C:39]([F:41])[CH:40]=1)[CH2:5][C:6]1[CH:7]=[C:8]2[C:12](=[CH:13][CH:14]=1)[N:11]([C:43]([O:45][CH2:46][CH3:47])=[O:44])[N:10]=[C:9]2[NH:15][C:16]([C:17]1[CH:22]=[CH:21][C:20]([N:23]2[CH2:28][CH2:27][N:26]([CH3:29])[CH2:25][CH2:24]2)=[CH:19][C:18]=1[NH:30][CH:31]1[CH2:32][CH2:33][O:34][CH2:35][CH2:36]1)=[O:37]. The yield is 0.620. (4) The reactants are [CH2:1]([O:3][C:4]1[CH:9]=[CH:8][C:7]([N+:10]([O-])=O)=[CH:6][C:5]=1[O:13][CH3:14])[CH3:2].CCO. The catalyst is [Pd].CCOC(C)=O. The product is [CH2:1]([O:3][C:4]1[CH:9]=[CH:8][C:7]([NH2:10])=[CH:6][C:5]=1[O:13][CH3:14])[CH3:2]. The yield is 1.00. (5) The yield is 0.170. The catalyst is CO. The product is [NH2:1][C:2]1[N:7]=[CH:6][N:5]=[C:4]2[N:8]([C@@H:26]3[CH2:31][CH2:30][CH2:29][N:28]([C:32]([C:33](=[CH:40][CH:37]4[CH2:39][CH2:38]4)[C:34]#[N:35])=[O:36])[CH2:27]3)[N:9]=[C:10]([C:11]3[CH:16]=[CH:15][C:14]([O:17][C:18]4[CH:23]=[CH:22][CH:21]=[C:20]([F:24])[C:19]=4[F:25])=[CH:13][CH:12]=3)[C:3]=12. The reactants are [NH2:1][C:2]1[N:7]=[CH:6][N:5]=[C:4]2[N:8]([C@@H:26]3[CH2:31][CH2:30][CH2:29][N:28]([C:32](=[O:36])[CH2:33][C:34]#[N:35])[CH2:27]3)[N:9]=[C:10]([C:11]3[CH:16]=[CH:15][C:14]([O:17][C:18]4[CH:23]=[CH:22][CH:21]=[C:20]([F:24])[C:19]=4[F:25])=[CH:13][CH:12]=3)[C:3]=12.[CH:37]1([CH:40]=O)[CH2:39][CH2:38]1.N1CCCCC1. (6) The reactants are [Br:1][C:2]1[CH:14]=[CH:13][C:12]2[C:11]3[C:6](=[CH:7][C:8]([Br:15])=[CH:9][CH:10]=3)[C:5](=[O:16])[C:4]=2[CH:3]=1. The catalyst is C(OCC)C. The product is [C:11]1([C:12]2[CH:4]=[CH:3][CH:2]=[CH:14][CH:13]=2)[CH:6]=[CH:7][CH:8]=[CH:9][C:10]=1[C:5]1([OH:16])[C:4]2[CH:3]=[C:2]([Br:1])[CH:14]=[CH:13][C:12]=2[C:11]2[C:6]1=[CH:7][C:8]([Br:15])=[CH:9][CH:10]=2. The yield is 0.900.